Dataset: Forward reaction prediction with 1.9M reactions from USPTO patents (1976-2016). Task: Predict the product of the given reaction. (1) Given the reactants [NH2:1][C:2]1[CH:3]=[CH:4][CH:5]=[C:6]2[C:10]=1[NH:9][C:8](=[O:11])[CH2:7]2.[C:12](OC(=O)C)(=[O:14])[CH3:13], predict the reaction product. The product is: [O:11]=[C:8]1[CH2:7][C:6]2[C:10](=[C:2]([NH:1][C:12](=[O:14])[CH3:13])[CH:3]=[CH:4][CH:5]=2)[NH:9]1. (2) Given the reactants [NH2:1][CH:2]1[C:8](=[O:9])[N:7](CC2C=CC(OC)=CC=2)[C:6]2[CH:19]=[CH:20][CH:21]=[CH:22][C:5]=2[C:4]([C:23]2[C:28]([Cl:29])=[CH:27][C:26]([Cl:30])=[CH:25][C:24]=2[Cl:31])=[N:3]1.[Cl:32][C:33]1[CH:34]=[CH:35][C:36]([O:42][CH2:43][CH:44]2[CH2:48][CH2:47][CH2:46][O:45]2)=[C:37]([CH:41]=1)[C:38](O)=[O:39], predict the reaction product. The product is: [Cl:32][C:33]1[CH:34]=[CH:35][C:36]([O:42][CH2:43][CH:44]2[CH2:48][CH2:47][CH2:46][O:45]2)=[C:37]([CH:41]=1)[C:38]([NH:1][CH:2]1[C:8](=[O:9])[NH:7][C:6]2[CH:19]=[CH:20][CH:21]=[CH:22][C:5]=2[C:4]([C:23]2[C:28]([Cl:29])=[CH:27][C:26]([Cl:30])=[CH:25][C:24]=2[Cl:31])=[N:3]1)=[O:39]. (3) Given the reactants [CH2:1]([C:3](=[CH:9][CH2:10][O:11][C@@H:12]1[CH2:17][CH2:16][CH2:15][C@H:14]([O:18][CH2:19][C:20]2[N:21]=[C:22]([C:26]3[CH:31]=[CH:30][C:29]([F:32])=[CH:28][CH:27]=3)[O:23][C:24]=2[CH3:25])[CH2:13]1)[C:4]([O:6]CC)=[O:5])[CH3:2].[OH-].[Na+].Cl, predict the reaction product. The product is: [CH2:1]([C:3](=[CH:9][CH2:10][O:11][C@@H:12]1[CH2:17][CH2:16][CH2:15][C@H:14]([O:18][CH2:19][C:20]2[N:21]=[C:22]([C:26]3[CH:31]=[CH:30][C:29]([F:32])=[CH:28][CH:27]=3)[O:23][C:24]=2[CH3:25])[CH2:13]1)[C:4]([OH:6])=[O:5])[CH3:2].